From a dataset of Forward reaction prediction with 1.9M reactions from USPTO patents (1976-2016). Predict the product of the given reaction. (1) Given the reactants [CH2:1]([C:3]1[CH:9]=[CH:8][CH:7]=[C:6]([CH2:10][CH3:11])[C:4]=1[NH2:5])[CH3:2].ClC(Cl)(O[C:16](=[O:22])OC(Cl)(Cl)Cl)Cl.[F:24][C:25]([F:45])([F:44])[C:26]1[CH:27]=[C:28]([C:32]2[CH:33]=[CH:34][C:35]3[N:41]4[CH2:42][C@H:38]([CH2:39][CH2:40]4)[NH:37][C:36]=3[N:43]=2)[CH:29]=[CH:30][CH:31]=1.C(=O)(O)[O-].[Na+], predict the reaction product. The product is: [CH2:1]([C:3]1[CH:9]=[CH:8][CH:7]=[C:6]([CH2:10][CH3:11])[C:4]=1[NH:5][C:16]([N:37]1[C@@H:38]2[CH2:42][N:41]([CH2:40][CH2:39]2)[C:35]2[CH:34]=[CH:33][C:32]([C:28]3[CH:29]=[CH:30][CH:31]=[C:26]([C:25]([F:24])([F:44])[F:45])[CH:27]=3)=[N:43][C:36]1=2)=[O:22])[CH3:2]. (2) Given the reactants [NH2:1][C:2]1[CH:3]=[C:4]([N:14]([CH3:23])[C:15](=[O:22])[C:16]2[CH:21]=[CH:20][CH:19]=[CH:18][CH:17]=2)[CH:5]=[CH:6][C:7]=1[NH:8][CH2:9][CH2:10][C:11](=[O:13])[NH2:12].[N:24]#[C:25]Br, predict the reaction product. The product is: [NH2:24][C:25]1[N:8]([CH2:9][CH2:10][C:11](=[O:13])[NH2:12])[C:7]2[CH:6]=[CH:5][C:4]([N:14]([CH3:23])[C:15](=[O:22])[C:16]3[CH:17]=[CH:18][CH:19]=[CH:20][CH:21]=3)=[CH:3][C:2]=2[N:1]=1. (3) Given the reactants [Si:1]([O:8][CH2:9][C:10]1([CH3:38])[S:16][CH2:15][CH2:14][N:13]2[C:17]([C:20]3([C:23]4[CH:28]=[CH:27][C:26](B5OC(C)(C)C(C)(C)O5)=[CH:25][CH:24]=4)[CH2:22][CH2:21]3)=[N:18][N:19]=[C:12]2[CH2:11]1)([C:4]([CH3:7])([CH3:6])[CH3:5])([CH3:3])[CH3:2].Cl[C:40]1[N:41]=[N:42][C:43]([CH3:46])=[CH:44][CH:45]=1.C(=O)([O-])[O-].[K+].[K+].C(=O)([O-])O.[Na+], predict the reaction product. The product is: [Si:1]([O:8][CH2:9][C:10]1([CH3:38])[S:16][CH2:15][CH2:14][N:13]2[C:17]([C:20]3([C:23]4[CH:28]=[CH:27][C:26]([C:40]5[N:41]=[N:42][C:43]([CH3:46])=[CH:44][CH:45]=5)=[CH:25][CH:24]=4)[CH2:22][CH2:21]3)=[N:18][N:19]=[C:12]2[CH2:11]1)([C:4]([CH3:7])([CH3:5])[CH3:6])([CH3:3])[CH3:2]. (4) Given the reactants C[Si]([N-:5][Si](C)(C)C)(C)C.[Li+].[Cl:11][C:12]1[CH:19]=[CH:18][C:17]([I:20])=[CH:16][C:13]=1[C:14]#[N:15].Cl, predict the reaction product. The product is: [Cl:11][C:12]1[CH:19]=[CH:18][C:17]([I:20])=[CH:16][C:13]=1[C:14]([NH2:5])=[NH:15].